This data is from Full USPTO retrosynthesis dataset with 1.9M reactions from patents (1976-2016). The task is: Predict the reactants needed to synthesize the given product. (1) Given the product [OH:14][CH2:13][CH2:12][N:10]([CH3:11])[C:8](=[O:9])[CH2:7][C:5](=[O:6])[C:4]([N:18]([CH3:19])[CH3:17])=[O:3], predict the reactants needed to synthesize it. The reactants are: CC1(C)[O:6]/[C:5](=[CH:7]\[C:8]([N:10]([CH2:12][CH2:13][OH:14])[CH3:11])=[O:9])/[C:4](=O)[O:3]1.[CH3:17][NH:18][CH3:19]. (2) Given the product [Br:1][C:2]1[C:7]2[C:8]([C:14]3[CH:15]=[C:16]([CH:19]=[CH:20][CH:21]=3)[C:17]#[N:18])=[N:9][CH2:10][C:11](=[O:13])[N:12]([CH3:32])[C:6]=2[CH:5]=[C:4]([O:22][CH3:23])[C:3]=1[O:28][CH3:25], predict the reactants needed to synthesize it. The reactants are: [Br:1][C:2]1[C:7]2[C:8]([C:14]3[CH:15]=[C:16]([CH:19]=[CH:20][CH:21]=3)[C:17]#[N:18])=[N:9][CH2:10][C:11](=[O:13])[NH:12][C:6]=2[CH:5]=[C:4]([O:22][CH3:23])[C:3]=1O.[C:25]([O-:28])([O-])=O.[K+].[K+].I[CH3:32]. (3) Given the product [C:20]1([C:26]2[C:27]([C:32]([N:3]3[CH2:4][C@H:5]4[C@H:1]([CH2:6]4)[C@H:2]3[CH2:7][NH:8][C:9]([C:11]3[N:18]4[C:14]([S:15][CH:16]=[CH:17]4)=[N:13][C:12]=3[CH3:19])=[O:10])=[O:33])=[N:28][CH:29]=[CH:30][N:31]=2)[CH:21]=[CH:22][CH:23]=[CH:24][CH:25]=1, predict the reactants needed to synthesize it. The reactants are: [C@H:1]12[CH2:6][C@H:5]1[CH2:4][NH:3][C@@H:2]2[CH2:7][NH:8][C:9]([C:11]1[N:18]2[C:14]([S:15][CH:16]=[CH:17]2)=[N:13][C:12]=1[CH3:19])=[O:10].[C:20]1([C:26]2[C:27]([C:32](O)=[O:33])=[N:28][CH:29]=[CH:30][N:31]=2)[CH:25]=[CH:24][CH:23]=[CH:22][CH:21]=1. (4) Given the product [CH2:13]([O:12][C:10]([C:9]1[N:1]2[CH:6]=[CH:5][N:4]=[CH:3][C:2]2=[N:7][C:15]=1[CH3:16])=[O:11])[CH3:14], predict the reactants needed to synthesize it. The reactants are: [N:1]1[CH:6]=[CH:5][N:4]=[CH:3][C:2]=1[NH2:7].Cl[CH:9]([C:15](=O)[CH3:16])[C:10]([O:12][CH2:13][CH3:14])=[O:11].Cl.